From a dataset of Catalyst prediction with 721,799 reactions and 888 catalyst types from USPTO. Predict which catalyst facilitates the given reaction. (1) Reactant: [Si:1]([O:18][CH2:19][C:20]1[N:25]=[C:24]([C:26](=O)[C:27]([O:29][CH2:30][CH3:31])=[O:28])[C:23]([F:33])=[C:22]([Cl:34])[C:21]=1[N:35]1[CH2:40][C@H:39]([CH3:41])[O:38][C@H:37]([CH3:42])[CH2:36]1)([C:14]([CH3:17])([CH3:16])[CH3:15])([C:8]1[CH:13]=[CH:12][CH:11]=[CH:10][CH:9]=1)[C:2]1[CH:7]=[CH:6][CH:5]=[CH:4][CH:3]=1.N1C=CC=CC=1.Cl.[NH2:50][OH:51]. Product: [Si:1]([O:18][CH2:19][C:20]1[N:25]=[C:24]([C:26](=[N:50][OH:51])[C:27]([O:29][CH2:30][CH3:31])=[O:28])[C:23]([F:33])=[C:22]([Cl:34])[C:21]=1[N:35]1[CH2:36][C@H:37]([CH3:42])[O:38][C@H:39]([CH3:41])[CH2:40]1)([C:14]([CH3:17])([CH3:15])[CH3:16])([C:8]1[CH:9]=[CH:10][CH:11]=[CH:12][CH:13]=1)[C:2]1[CH:7]=[CH:6][CH:5]=[CH:4][CH:3]=1. The catalyst class is: 32. (2) Reactant: [CH:1]1[C:13]([NH2:14])=[CH:12][C:11]2[CH2:15][CH2:16][CH2:17][N:9]3[C:10]=2[C:2]=1[C:3]1[CH2:4][CH2:5][CH2:6][CH2:7][C:8]=13.[C:18](OC(=O)C)(=[O:20])[CH3:19]. Product: [CH:1]1[C:13]([NH:14][C:18](=[O:20])[CH3:19])=[CH:12][C:11]2[CH2:15][CH2:16][CH2:17][N:9]3[C:10]=2[C:2]=1[C:3]1[CH2:4][CH2:5][CH2:6][CH2:7][C:8]=13. The catalyst class is: 68.